This data is from Catalyst prediction with 721,799 reactions and 888 catalyst types from USPTO. The task is: Predict which catalyst facilitates the given reaction. (1) Reactant: C(OC([NH:8][C:9]1([CH2:42][C:43]([O:45][CH2:46][CH3:47])=[O:44])[CH2:16][CH:15]2[N:17]([CH2:18][C:19]3[NH:24][C:23]([C:25]4[S:26][CH:27]=[CH:28][N:29]=4)=[N:22][C@@H:21]([C:30]4[CH:35]=[CH:34][C:33]([F:36])=[CH:32][C:31]=4[Cl:37])[C:20]=3[C:38]([O:40][CH3:41])=[O:39])[CH:11]([CH2:12][O:13][CH2:14]2)[CH2:10]1)=O)(C)(C)C.C(O)(C(F)(F)F)=O. Product: [NH2:8][C:9]1([CH2:42][C:43]([O:45][CH2:46][CH3:47])=[O:44])[CH2:10][CH:11]2[N:17]([CH2:18][C:19]3[NH:24][C:23]([C:25]4[S:26][CH:27]=[CH:28][N:29]=4)=[N:22][C@@H:21]([C:30]4[CH:35]=[CH:34][C:33]([F:36])=[CH:32][C:31]=4[Cl:37])[C:20]=3[C:38]([O:40][CH3:41])=[O:39])[CH:15]([CH2:14][O:13][CH2:12]2)[CH2:16]1. The catalyst class is: 2. (2) Product: [CH2:1]([C:5]1[N:6]=[C:7]([NH2:23])[C:8]2[N:13]([CH2:64][C:58]3[CH:59]=[CH:60][C:61]([O:62][CH3:63])=[C:56]([O:55][CH3:54])[CH:57]=3)[N:12]=[C:11]([I:14])[C:9]=2[N:10]=1)[CH2:2][CH2:3][CH3:4]. Reactant: [CH2:1]([C:5]1[NH:6][C:7](=O)[C:8]2[NH:13][N:12]=[C:11]([I:14])[C:9]=2[N:10]=1)[CH2:2][CH2:3][CH3:4].F[P-](F)(F)(F)(F)F.[N:23]1(O[P+](N(C)C)(N(C)C)N(C)C)C2C=CC=CC=2N=N1.N12CCCN=C1CCCCC2.[CH3:54][O:55][C:56]1[CH:57]=[C:58]([CH2:64]N)[CH:59]=[CH:60][C:61]=1[O:62][CH3:63]. The catalyst class is: 3.